This data is from Reaction yield outcomes from USPTO patents with 853,638 reactions. The task is: Predict the reaction yield, written as a fraction of the theoretical maximum amount of product (1.0 means a 100% yield; for example, 0.34 means a 34% yield). (1) The reactants are [N+:1]([C:4]1[CH:5]=[C:6]([NH:10][CH2:11][C:12]2[CH:17]=[CH:16][CH:15]=[C:14]([O:18][C:19]([F:24])([F:23])[CH:20]([F:22])[F:21])[CH:13]=2)[CH:7]=[CH:8][CH:9]=1)([O-:3])=[O:2].[F:25][C:26]([F:31])([F:30])[CH:27]1[O:29][CH2:28]1.FC(F)(F)S([O-])(=O)=O.[Yb+3].FC(F)(F)S([O-])(=O)=O.FC(F)(F)S([O-])(=O)=O. The catalyst is C(#N)C. The product is [N+:1]([C:4]1[CH:5]=[C:6]([N:10]([CH2:11][C:12]2[CH:17]=[CH:16][CH:15]=[C:14]([O:18][C:19]([F:23])([F:24])[CH:20]([F:21])[F:22])[CH:13]=2)[CH2:28][CH:27]([OH:29])[C:26]([F:31])([F:30])[F:25])[CH:7]=[CH:8][CH:9]=1)([O-:3])=[O:2]. The yield is 0.450. (2) The reactants are Br[C:2]1[C:3]([O:31][CH3:32])=[C:4]([C:16]2[CH:24]=[C:23]3[C:19]([C:20]([CH2:25][NH:26][S:27]([CH3:30])(=[O:29])=[O:28])=[CH:21][CH2:22]3)=[CH:18][CH:17]=2)[CH:5]=[C:6]([N:8]2[CH:13]=[CH:12][C:11](=[O:14])[NH:10][C:9]2=[O:15])[CH:7]=1.[S:33]1[CH:37]=[CH:36][CH:35]=[C:34]1B(O)O. No catalyst specified. The product is [O:15]=[C:9]1[NH:10][C:11](=[O:14])[CH:12]=[CH:13][N:8]1[C:6]1[CH:7]=[C:2]([C:34]2[S:33][CH:37]=[CH:36][CH:35]=2)[C:3]([O:31][CH3:32])=[C:4]([C:16]2[CH:24]=[C:23]3[C:19]([C:20]([CH2:25][NH:26][S:27]([CH3:30])(=[O:29])=[O:28])=[CH:21][CH2:22]3)=[CH:18][CH:17]=2)[CH:5]=1. The yield is 0.320. (3) The reactants are [Br:1][C:2]1[CH:14]=[CH:13][C:12]2[C:11]3[C:6](=[CH:7][CH:8]=[CH:9][CH:10]=3)[C:5]([CH3:16])([CH3:15])[C:4]=2[CH:3]=1.[Br:17][C:18]1[CH:19]=[C:20]2[C:24](=[CH:25][CH:26]=1)[C:23](=[O:27])[O:22][C:21]2=[O:28].ClCCl.[Cl-].[Al+3].[Cl-].[Cl-]. The catalyst is O. The product is [Br:17][C:18]1[CH:26]=[CH:25][C:24]([C:23]([C:8]2[CH:9]=[CH:10][C:11]3[C:12]4[C:4](=[CH:3][C:2]([Br:1])=[CH:14][CH:13]=4)[C:5]([CH3:16])([CH3:15])[C:6]=3[CH:7]=2)=[O:27])=[C:20]([CH:19]=1)[C:21]([OH:28])=[O:22]. The yield is 0.610. (4) The reactants are [NH2:1][C:2]1[CH:3]=[CH:4][C:5]([O:19][CH:20]2[CH2:24][CH2:23][O:22][CH2:21]2)=[C:6]([C:8]2[C:9]3[CH:18]=[CH:17][NH:16][C:10]=3[C:11](=[O:15])[N:12]([CH3:14])[CH:13]=2)[CH:7]=1.C(N(CC)CC)C.[F:32][CH2:33][CH2:34][S:35](Cl)(=[O:37])=[O:36].[Cl-].[NH4+]. The catalyst is ClCCl. The product is [F:32][CH2:33][CH2:34][S:35]([NH:1][C:2]1[CH:3]=[CH:4][C:5]([O:19][CH:20]2[CH2:24][CH2:23][O:22][CH2:21]2)=[C:6]([C:8]2[C:9]3[CH:18]=[CH:17][NH:16][C:10]=3[C:11](=[O:15])[N:12]([CH3:14])[CH:13]=2)[CH:7]=1)(=[O:37])=[O:36]. The yield is 0.0650. (5) The reactants are [Li]C(CC)C.CN(CCN(C)C)C.[CH3:14][O:15][C:16]1[CH:17]=[C:18]([C:22]([N:24]2[CH2:28][CH2:27][CH2:26][CH2:25]2)=[O:23])[CH:19]=[CH:20][CH:21]=1.[Li].[B:30](OC)([O:33]C)[O:31]C. The catalyst is C1COCC1. The product is [CH3:14][O:15][C:16]1[CH:21]=[CH:20][CH:19]=[C:18]([C:22]([N:24]2[CH2:28][CH2:27][CH2:26][CH2:25]2)=[O:23])[C:17]=1[B:30]([OH:33])[OH:31]. The yield is 0.280. (6) The reactants are Br[C:2]1[C:7]2[N:8]=[C:9](SC)[N:10]=[C:11]([NH:12][C:13]3[CH:18]=[CH:17][CH:16]=[C:15]([C:19]([F:22])([F:21])[F:20])[CH:14]=3)[C:6]=2[C:5](=[O:25])[NH:4][CH:3]=1.[OH:26][CH:27]1[CH2:32][CH2:31][NH:30][CH2:29][CH2:28]1. No catalyst specified. The product is [OH:26][CH:27]1[CH2:32][CH2:31][N:30]([C:9]2[N:10]=[C:11]([NH:12][C:13]3[CH:18]=[CH:17][CH:16]=[C:15]([C:19]([F:22])([F:21])[F:20])[CH:14]=3)[C:6]3[C:5](=[O:25])[NH:4][CH:3]=[CH:2][C:7]=3[N:8]=2)[CH2:29][CH2:28]1. The yield is 0.600.